From a dataset of Reaction yield outcomes from USPTO patents with 853,638 reactions. Predict the reaction yield, written as a fraction of the theoretical maximum amount of product (1.0 means a 100% yield; for example, 0.34 means a 34% yield). (1) The reactants are [Cl:1][C:2]1[C:10]([C:11]2([C:14]#[N:15])[CH2:13][CH2:12]2)=[CH:9][CH:8]=[CH:7][C:3]=1[C:4]([OH:6])=O.CN(C)C=O.[NH2:21][C:22]1[CH:23]=[C:24]([CH:41]=[CH:42][C:43]=1[F:44])[O:25][C:26]1[N:31]=[C:30]2[S:32][C:33]([NH:35][C:36]([CH:38]3[CH2:40][CH2:39]3)=[O:37])=[N:34][C:29]2=[CH:28][CH:27]=1.O. The catalyst is C(Cl)(=O)C(Cl)=O.CN(C)C(=O)C. The product is [Cl:1][C:2]1[C:10]([C:11]2([C:14]#[N:15])[CH2:13][CH2:12]2)=[CH:9][CH:8]=[CH:7][C:3]=1[C:4]([NH:21][C:22]1[CH:23]=[C:24]([O:25][C:26]2[N:31]=[C:30]3[S:32][C:33]([NH:35][C:36]([CH:38]4[CH2:40][CH2:39]4)=[O:37])=[N:34][C:29]3=[CH:28][CH:27]=2)[CH:41]=[CH:42][C:43]=1[F:44])=[O:6]. The yield is 0.440. (2) The reactants are [CH3:1][C:2]1[C:8]([N+:9]([O-:11])=[O:10])=[CH:7][CH:6]=[CH:5][C:3]=1[NH2:4].[N:12]([O-])=O.[Na+]. The catalyst is C(O)(=O)C.O. The product is [N+:9]([C:8]1[CH:7]=[CH:6][CH:5]=[C:3]2[C:2]=1[CH:1]=[N:12][NH:4]2)([O-:11])=[O:10]. The yield is 0.810. (3) The reactants are [S:1]([O:8]S(C(F)(F)F)(=O)=O)([C:4]([F:7])([F:6])[F:5])(=[O:3])=[O:2].[Cl:16][C:17]1[CH:22]=[CH:21][C:20]([C:23](=[CH2:27])[C:24](=O)[CH3:25])=[CH:19][CH:18]=1.C(C1C=C(C)C=C(C(C)(C)C)N=1)(C)(C)C. The catalyst is C(Cl)Cl. The product is [Cl:16][C:17]1[CH:22]=[CH:21][C:20]([C:23](=[CH2:27])[C:24]([O:8][S:1]([C:4]([F:7])([F:6])[F:5])(=[O:3])=[O:2])=[CH2:25])=[CH:19][CH:18]=1. The yield is 0.410.